Dataset: Forward reaction prediction with 1.9M reactions from USPTO patents (1976-2016). Task: Predict the product of the given reaction. Given the reactants [O:1]1[C:5]2([CH2:10][CH2:9][CH:8]([C:11]([OH:13])=[O:12])[CH2:7]C2)[O:4][CH2:3][CH2:2]1.O1C2(CCC(C(OCC)=O)C2)OCC1.O1C2(CCC(C(OCC)=O)CC2)OCC1, predict the reaction product. The product is: [O:4]1[C:5]2([CH2:10][CH2:9][CH:8]([C:11]([OH:13])=[O:12])[CH2:7]2)[O:1][CH2:2][CH2:3]1.